Dataset: NCI-60 drug combinations with 297,098 pairs across 59 cell lines. Task: Regression. Given two drug SMILES strings and cell line genomic features, predict the synergy score measuring deviation from expected non-interaction effect. Synergy scores: CSS=46.8, Synergy_ZIP=6.75, Synergy_Bliss=5.95, Synergy_Loewe=-21.0, Synergy_HSA=6.94. Drug 1: CNC(=O)C1=CC=CC=C1SC2=CC3=C(C=C2)C(=NN3)C=CC4=CC=CC=N4. Cell line: SNB-19. Drug 2: CC1=C2C(C(=O)C3(C(CC4C(C3C(C(C2(C)C)(CC1OC(=O)C(C(C5=CC=CC=C5)NC(=O)OC(C)(C)C)O)O)OC(=O)C6=CC=CC=C6)(CO4)OC(=O)C)OC)C)OC.